From a dataset of Reaction yield outcomes from USPTO patents with 853,638 reactions. Predict the reaction yield, written as a fraction of the theoretical maximum amount of product (1.0 means a 100% yield; for example, 0.34 means a 34% yield). The reactants are [OH:1][C:2]1[C:3]([C:16]([NH:18][C:19]2[S:20][CH:21]=[CH:22][N:23]=2)=[O:17])=[CH:4][N:5]([CH2:9][C:10]2[CH:15]=[CH:14][CH:13]=[CH:12][CH:11]=2)[C:6](=[O:8])[CH:7]=1.OC1C([C:39]([OH:41])=[O:40])=CN(CC2C=CC=CC=2)C(=O)C=1.C(Cl)CCl.O.N1C2C(=NC=CC=2)N(O)N=1.S1C=CN=C1N.[CH3:63][N:64](C)[CH:65]=[O:66]. No catalyst specified. The product is [OH:1][C:2]1[C:3]([C:16]([NH:18][C:19]2[S:20][CH:21]=[CH:22][N:23]=2)=[O:17])=[CH:4][N:5]([CH2:9][C:10]2[CH:11]=[CH:12][CH:13]=[CH:14][CH:15]=2)[C:6](=[O:8])[C:7]=1[C:65]([NH:64][CH2:63][C:39]([OH:41])=[O:40])=[O:66]. The yield is 0.0900.